From a dataset of Reaction yield outcomes from USPTO patents with 853,638 reactions. Predict the reaction yield, written as a fraction of the theoretical maximum amount of product (1.0 means a 100% yield; for example, 0.34 means a 34% yield). (1) The reactants are [NH:1]1[C:9]2[C:4](=[CH:5][C:6]([NH:10][C:11]3[C:12]4[N:19]=[C:18]([CH2:20][CH2:21][CH2:22][C:23]([OH:25])=O)[S:17][C:13]=4[N:14]=[CH:15][N:16]=3)=[CH:7][CH:8]=2)[CH:3]=[N:2]1.[CH3:26][C:27]1([OH:31])[CH2:30][NH:29][CH2:28]1.C(P1(=O)OP(=O)(CCC)OP(=O)(CCC)O1)CC.C(N(C(C)C)C(C)C)C.[OH-].[Na+]. The catalyst is O.CN(C)C=O. The product is [OH:31][C:27]1([CH3:26])[CH2:30][N:29]([C:23](=[O:25])[CH2:22][CH2:21][CH2:20][C:18]2[S:17][C:13]3[N:14]=[CH:15][N:16]=[C:11]([NH:10][C:6]4[CH:5]=[C:4]5[C:9](=[CH:8][CH:7]=4)[NH:1][N:2]=[CH:3]5)[C:12]=3[N:19]=2)[CH2:28]1. The yield is 0.430. (2) The reactants are Br[C:2]1[CH:23]=[CH:22][C:5]([C:6]([NH:8][S:9]([C:12]2[CH:17]=[CH:16][CH:15]=[CH:14][C:13]=2[S:18](=[O:21])(=[O:20])[NH2:19])(=[O:11])=[O:10])=[O:7])=[CH:4][C:3]=1[CH2:24][OH:25].[C:26]1([C:32]#[CH:33])[CH:31]=[CH:30][CH:29]=[CH:28][CH:27]=1. No catalyst specified. The product is [OH:25][CH2:24][C:3]1[CH:4]=[C:5]([CH:22]=[CH:23][C:2]=1[C:33]#[C:32][C:26]1[CH:31]=[CH:30][CH:29]=[CH:28][CH:27]=1)[C:6]([NH:8][S:9]([C:12]1[CH:17]=[CH:16][CH:15]=[CH:14][C:13]=1[S:18](=[O:21])(=[O:20])[NH2:19])(=[O:11])=[O:10])=[O:7]. The yield is 0.290.